From a dataset of Forward reaction prediction with 1.9M reactions from USPTO patents (1976-2016). Predict the product of the given reaction. Given the reactants CC1N([C:7]2[CH:12]=[CH:11][C:10]([C:13]3[C:14](=[O:22])[NH:15][C:16]4([CH2:21][CH2:20][CH2:19][CH2:18]4)[N:17]=3)=[CH:9][CH:8]=2)C=NC=1.[H-].[Na+].Br[CH2:26][C:27]([NH:29][C:30]1[CH:35]=[CH:34][CH:33]=[C:32]([C:36]([F:39])([F:38])[F:37])[CH:31]=1)=[O:28], predict the reaction product. The product is: [CH3:10][C:13]1[N:17]=[CH:16][N:15]([C:7]2[CH:12]=[CH:11][C:10]([C:13]3[C:14](=[O:22])[N:15]([CH2:26][C:27]([NH:29][C:30]4[CH:35]=[CH:34][CH:33]=[C:32]([C:36]([F:39])([F:38])[F:37])[CH:31]=4)=[O:28])[C:16]4([CH2:18][CH2:19][CH2:20][CH2:21]4)[N:17]=3)=[CH:9][CH:8]=2)[CH:14]=1.